Dataset: Forward reaction prediction with 1.9M reactions from USPTO patents (1976-2016). Task: Predict the product of the given reaction. (1) Given the reactants [F:1][C:2]([F:21])([F:20])[C:3]1[CH:4]=[C:5]([CH:17]=[CH:18][CH:19]=1)[CH2:6][O:7][CH2:8][C:9]1[O:13][N:12]=[C:11]([C:14]([OH:16])=O)[CH:10]=1.Cl.[O:23]1[CH2:27][CH2:26][CH:25]([CH2:28][NH2:29])[CH2:24]1.C(N(CC)CC)C.ON1C2C=CC=CC=2N=N1.Cl.C(N=C=NCCCN(C)C)C, predict the reaction product. The product is: [O:23]1[CH2:27][CH2:26][CH:25]([CH2:28][NH:29][C:14]([C:11]2[CH:10]=[C:9]([CH2:8][O:7][CH2:6][C:5]3[CH:17]=[CH:18][CH:19]=[C:3]([C:2]([F:1])([F:21])[F:20])[CH:4]=3)[O:13][N:12]=2)=[O:16])[CH2:24]1. (2) The product is: [N:12]1([C:18]2[CH:19]=[C:20]([NH:24][C:9]([C:7]3[O:8][C:4]([N+:1]([O-:3])=[O:2])=[CH:5][CH:6]=3)=[O:10])[CH:21]=[CH:22][CH:23]=2)[CH2:13][CH2:14][O:15][CH2:16][CH2:17]1. Given the reactants [N+:1]([C:4]1[O:8][C:7]([C:9](Cl)=[O:10])=[CH:6][CH:5]=1)([O-:3])=[O:2].[N:12]1([C:18]2[CH:19]=[C:20]([NH2:24])[CH:21]=[CH:22][CH:23]=2)[CH2:17][CH2:16][O:15][CH2:14][CH2:13]1.CCN(CC)CC, predict the reaction product. (3) Given the reactants [C:1](Cl)(=[O:7])[CH2:2]CCCC.[C:9]1([C:15]#[C:16][C:17]2[CH:35]=[CH:34][C:20]([C:21]([NH:23][C:24]3[CH:29]=[CH:28][CH:27]=[CH:26][C:25]=3[S:30](=[O:33])(=[O:32])[NH2:31])=[O:22])=[CH:19][CH:18]=2)[CH:14]=[CH:13][CH:12]=[CH:11][CH:10]=1, predict the reaction product. The product is: [C:9]1([C:15]#[C:16][C:17]2[CH:35]=[CH:34][C:20]([C:21]([NH:23][C:24]3[CH:29]=[CH:28][CH:27]=[CH:26][C:25]=3[S:30]([NH:31][C:1](=[O:7])[CH3:2])(=[O:33])=[O:32])=[O:22])=[CH:19][CH:18]=2)[CH:10]=[CH:11][CH:12]=[CH:13][CH:14]=1.